Task: Predict the reaction yield, written as a fraction of the theoretical maximum amount of product (1.0 means a 100% yield; for example, 0.34 means a 34% yield).. Dataset: Reaction yield outcomes from USPTO patents with 853,638 reactions The reactants are [F:1][C:2]([F:18])([F:17])[C:3]([C:5]1[CH:14]=[CH:13][C:12]2[C:7](=[CH:8][CH:9]=[C:10]([O:15][CH3:16])[CH:11]=2)[CH:6]=1)=[O:4].[BH4-].[Na+]. The catalyst is C(Cl)Cl. The product is [F:1][C:2]([F:17])([F:18])[CH:3]([C:5]1[CH:14]=[CH:13][C:12]2[C:7](=[CH:8][CH:9]=[C:10]([O:15][CH3:16])[CH:11]=2)[CH:6]=1)[OH:4]. The yield is 0.800.